Dataset: HIV replication inhibition screening data with 41,000+ compounds from the AIDS Antiviral Screen. Task: Binary Classification. Given a drug SMILES string, predict its activity (active/inactive) in a high-throughput screening assay against a specified biological target. (1) The molecule is C=CC(C)=CC(C)C(=O)CC(O)CC1CC(=O)NC(=O)C1. The result is 0 (inactive). (2) The molecule is COc1cc2c(cc1OC)Cc1cc(OC)c(OC)cc1Cc1cc(OC)c(OC)cc1C2. The result is 0 (inactive). (3) The drug is C(#CC12CCCC1NCO2)c1ccc2c(c1)OCO2. The result is 0 (inactive). (4) The molecule is Nc1ccc2n[se]nc2c1. The result is 0 (inactive). (5) The molecule is CC(c1ccc2c(c1)CCC1C2CC2OC23CC=CC(=O)C13C)C1CC2(C)OC2(C)C(O)O1. The result is 0 (inactive). (6) The compound is CCOC(=O)NC1CS(=O)(=O)CC1Cl. The result is 0 (inactive).